From a dataset of NCI-60 drug combinations with 297,098 pairs across 59 cell lines. Regression. Given two drug SMILES strings and cell line genomic features, predict the synergy score measuring deviation from expected non-interaction effect. (1) Synergy scores: CSS=27.0, Synergy_ZIP=-5.88, Synergy_Bliss=-1.56, Synergy_Loewe=-28.4, Synergy_HSA=-2.16. Drug 1: CC1=C2C(C(=O)C3(C(CC4C(C3C(C(C2(C)C)(CC1OC(=O)C(C(C5=CC=CC=C5)NC(=O)OC(C)(C)C)O)O)OC(=O)C6=CC=CC=C6)(CO4)OC(=O)C)O)C)O. Drug 2: CC(C)CN1C=NC2=C1C3=CC=CC=C3N=C2N. Cell line: TK-10. (2) Drug 1: CC1C(C(=O)NC(C(=O)N2CCCC2C(=O)N(CC(=O)N(C(C(=O)O1)C(C)C)C)C)C(C)C)NC(=O)C3=C4C(=C(C=C3)C)OC5=C(C(=O)C(=C(C5=N4)C(=O)NC6C(OC(=O)C(N(C(=O)CN(C(=O)C7CCCN7C(=O)C(NC6=O)C(C)C)C)C)C(C)C)C)N)C. Drug 2: C1CN1P(=S)(N2CC2)N3CC3. Cell line: SR. Synergy scores: CSS=87.2, Synergy_ZIP=-0.309, Synergy_Bliss=1.16, Synergy_Loewe=0.860, Synergy_HSA=3.62. (3) Drug 1: CC1=C2C(C(=O)C3(C(CC4C(C3C(C(C2(C)C)(CC1OC(=O)C(C(C5=CC=CC=C5)NC(=O)OC(C)(C)C)O)O)OC(=O)C6=CC=CC=C6)(CO4)OC(=O)C)O)C)O. Drug 2: CC1CCC2CC(C(=CC=CC=CC(CC(C(=O)C(C(C(=CC(C(=O)CC(OC(=O)C3CCCCN3C(=O)C(=O)C1(O2)O)C(C)CC4CCC(C(C4)OC)OCCO)C)C)O)OC)C)C)C)OC. Cell line: HL-60(TB). Synergy scores: CSS=-5.94, Synergy_ZIP=2.59, Synergy_Bliss=4.17, Synergy_Loewe=-0.652, Synergy_HSA=-1.37. (4) Drug 1: C1=CC(=C2C(=C1NCCNCCO)C(=O)C3=C(C=CC(=C3C2=O)O)O)NCCNCCO. Cell line: EKVX. Synergy scores: CSS=31.9, Synergy_ZIP=4.33, Synergy_Bliss=4.43, Synergy_Loewe=-10.3, Synergy_HSA=4.58. Drug 2: CCN(CC)CCNC(=O)C1=C(NC(=C1C)C=C2C3=C(C=CC(=C3)F)NC2=O)C. (5) Synergy scores: CSS=56.4, Synergy_ZIP=2.26, Synergy_Bliss=2.36, Synergy_Loewe=2.30, Synergy_HSA=2.34. Cell line: NCIH23. Drug 1: CC12CCC3C(C1CCC2=O)CC(=C)C4=CC(=O)C=CC34C. Drug 2: CC12CCC3C(C1CCC2O)C(CC4=C3C=CC(=C4)O)CCCCCCCCCS(=O)CCCC(C(F)(F)F)(F)F.